Predict the reactants needed to synthesize the given product. From a dataset of Full USPTO retrosynthesis dataset with 1.9M reactions from patents (1976-2016). The reactants are: [CH:1]1([N:6]2[CH2:12][C:11]([F:14])([F:13])[C:10](=[O:15])[N:9]([CH3:16])[C:8]3[CH:17]=[N:18][C:19]([NH:21][C:22]4[C:30]([O:31][CH3:32])=[CH:29][C:25]([C:26]([OH:28])=O)=[C:24]([F:33])[CH:23]=4)=[N:20][C:7]2=3)[CH2:5][CH2:4][CH2:3][CH2:2]1.[CH3:34][N:35]1[CH2:40][CH2:39][N:38]([C:41]2[CH:47]=[CH:46][C:44]([NH2:45])=[CH:43][CH:42]=2)[CH2:37][CH2:36]1. Given the product [CH:1]1([N:6]2[CH2:12][C:11]([F:13])([F:14])[C:10](=[O:15])[N:9]([CH3:16])[C:8]3[CH:17]=[N:18][C:19]([NH:21][C:22]4[C:30]([O:31][CH3:32])=[CH:29][C:25]([C:26]([NH:45][C:44]5[CH:43]=[CH:42][C:41]([N:38]6[CH2:37][CH2:36][N:35]([CH3:34])[CH2:40][CH2:39]6)=[CH:47][CH:46]=5)=[O:28])=[C:24]([F:33])[CH:23]=4)=[N:20][C:7]2=3)[CH2:5][CH2:4][CH2:3][CH2:2]1, predict the reactants needed to synthesize it.